The task is: Predict the reactants needed to synthesize the given product.. This data is from Full USPTO retrosynthesis dataset with 1.9M reactions from patents (1976-2016). (1) Given the product [CH3:13][CH2:12][O:11][Si:7]([O:14][CH2:15][CH3:16])([O:8][CH2:9][CH3:10])[CH2:6][CH2:5][CH2:4][NH:1][C:2]([O:17][CH2:18][CH2:19][O:20][C:21]([C:22]([CH3:24])=[CH2:23])=[O:25])=[O:3], predict the reactants needed to synthesize it. The reactants are: [N:1]([CH2:4][CH2:5][CH2:6][Si:7]([O:14][CH2:15][CH3:16])([O:11][CH2:12][CH3:13])[O:8][CH2:9][CH3:10])=[C:2]=[O:3].[OH:17][CH2:18][CH2:19][O:20][C:21](=[O:25])[C:22]([CH3:24])=[CH2:23].COC1C=CC(O)=CC=1.C([Sn]CCCC)CCC.[N-]=C=O. (2) Given the product [C:31]([Si:5]1([C:1]([CH3:3])([CH3:4])[CH3:2])[O:10][C@H:9]2[C@@H:11]([O:30][Si:40]([C:43]([CH3:46])([CH3:45])[CH3:44])([CH3:42])[CH3:41])[C@H:12]([N:14]3[C:23]4[C:18](=[CH:19][C:20]([O:26][CH3:27])=[C:21]([O:24][CH3:25])[CH:22]=4)[C:17](=[O:28])[NH:16][C:15]3=[O:29])[O:13][C@@H:8]2[CH2:7][O:6]1)([CH3:34])([CH3:33])[CH3:32], predict the reactants needed to synthesize it. The reactants are: [C:1]([Si:5]1([C:31]([CH3:34])([CH3:33])[CH3:32])[O:10][C@H:9]2[C@@H:11]([OH:30])[C@H:12]([N:14]3[C:23]4[C:18](=[CH:19][C:20]([O:26][CH3:27])=[C:21]([O:24][CH3:25])[CH:22]=4)[C:17](=[O:28])[NH:16][C:15]3=[O:29])[O:13][C@@H:8]2[CH2:7][O:6]1)([CH3:4])([CH3:3])[CH3:2].N1C=CN=C1.[Si:40](Cl)([C:43]([CH3:46])([CH3:45])[CH3:44])([CH3:42])[CH3:41].C(=O)(O)[O-].[Na+]. (3) Given the product [C:30]([O:29][C:28]([N:8]1[CH2:12][C@@H:11]([CH2:13][C:14]2[CH:15]=[CH:16][CH:17]=[CH:18][CH:19]=2)[C@H:10]([C:20]([OH:22])=[O:21])[CH2:9]1)=[O:34])([CH3:31])([CH3:32])[CH3:33], predict the reactants needed to synthesize it. The reactants are: C([N:8]1[CH2:12][C@H:11]([CH2:13][C:14]2[CH:19]=[CH:18][CH:17]=[CH:16][CH:15]=2)[C@@H:10]([C:20]([OH:22])=[O:21])[CH2:9]1)C1C=CC=CC=1.C(O[C:28](=[O:34])[O:29][C:30]([CH3:33])([CH3:32])[CH3:31])(C)(C)C. (4) Given the product [CH3:1][O:2][C:3]1[CH:18]=[CH:17][C:6]([CH2:7][N:8]2[CH:12]=[C:11]([C:13]3[N:19]=[C:20]([NH2:22])[S:21][CH:14]=3)[CH:10]=[N:9]2)=[CH:5][CH:4]=1, predict the reactants needed to synthesize it. The reactants are: [CH3:1][O:2][C:3]1[CH:18]=[CH:17][C:6]([CH2:7][N:8]2[CH:12]=[C:11]([C:13](=O)[CH2:14]Br)[CH:10]=[N:9]2)=[CH:5][CH:4]=1.[NH2:19][C:20]([NH2:22])=[S:21]. (5) Given the product [CH3:20][N:21]1[CH:25]=[C:24]([C:26]([N:8]([CH:9]2[CH2:14][CH2:13][O:12][CH2:11][CH2:10]2)[CH2:7][C:6]2[CH:15]=[CH:16][CH:17]=[C:4]([O:3][C:2]([F:18])([F:1])[F:19])[CH:5]=2)=[O:27])[N:23]=[CH:22]1, predict the reactants needed to synthesize it. The reactants are: [F:1][C:2]([F:19])([F:18])[O:3][C:4]1[CH:5]=[C:6]([CH:15]=[CH:16][CH:17]=1)[CH2:7][NH:8][CH:9]1[CH2:14][CH2:13][O:12][CH2:11][CH2:10]1.[CH3:20][N:21]1[CH:25]=[C:24]([C:26](O)=[O:27])[N:23]=[CH:22]1.CCN=C=NCCCN(C)C.Cl.C1C=CC2N(O)N=NC=2C=1. (6) Given the product [Cl:1][C:2]1[CH:8]=[CH:7][C:5]([CH:17]([CH:18]=[O:19])[C:16]([O:15][CH3:14])=[O:21])=[CH:4][C:3]=1[C:9]([F:12])([F:11])[F:10], predict the reactants needed to synthesize it. The reactants are: [Cl:1][C:2]1[CH:8]=[CH:7][C:5](N)=[CH:4][C:3]=1[C:9]([F:12])([F:11])[F:10].[Cl-].[CH3:14][O:15][C:16](=[O:21])[CH2:17][C:18](O)=[O:19].C(N(CC)CC)C. (7) Given the product [F:36][C:9]1[CH:8]=[C:7]([C:6]2[O:37][C:1]([CH3:2])=[N:4][N:5]=2)[CH:12]=[CH:11][C:10]=1[O:13][C:14]1[CH:19]=[C:18]([C:20]2[NH:21][C:22]([C:25]3[S:26][CH:27]=[CH:28][N:29]=3)=[CH:23][CH:24]=2)[CH:17]=[C:16]([O:30][C@@H:31]([CH3:35])[CH2:32][O:33][CH3:34])[CH:15]=1, predict the reactants needed to synthesize it. The reactants are: [C:1]([NH:4][NH:5][C:6](=[O:37])[C:7]1[CH:12]=[CH:11][C:10]([O:13][C:14]2[CH:19]=[C:18]([C:20]3[NH:21][C:22]([C:25]4[S:26][CH:27]=[CH:28][N:29]=4)=[CH:23][CH:24]=3)[CH:17]=[C:16]([O:30][C@@H:31]([CH3:35])[CH2:32][O:33][CH3:34])[CH:15]=2)=[C:9]([F:36])[CH:8]=1)(=O)[CH3:2].C(N(CC)CC)C.